This data is from Full USPTO retrosynthesis dataset with 1.9M reactions from patents (1976-2016). The task is: Predict the reactants needed to synthesize the given product. (1) Given the product [C:6]([OH:10])(=[O:9])[CH:7]=[CH2:8].[C:11]([O:15][CH2:16][CH2:17][OH:18])(=[O:14])[CH:12]=[CH2:13].[C:21]([O:25][CH2:26][CH2:28][CH3:29])(=[O:4])[CH:19]=[CH2:20], predict the reactants needed to synthesize it. The reactants are: C1C[O:4]CC1.[C:6]([OH:10])(=[O:9])[CH:7]=[CH2:8].[C:11]([O:15][CH2:16][CH2:17][OH:18])(=[O:14])[CH:12]=[CH2:13].[CH2:19]([C:21]([O:25][C:26](CC)([CH2:28][CH3:29])C)(CC)C)[CH3:20]. (2) Given the product [OH:1][CH:2]1[CH2:6][CH2:5][N:4]([C:7]([N:9]2[CH2:14][CH:13]([C:15]3[CH:16]=[CH:17][C:18]([O:21][C:22]([F:23])([F:25])[F:24])=[CH:19][CH:20]=3)[CH2:12][CH:11]([C:26]3[O:27][N:36]=[C:31]([CH2:32][CH2:33][O:34][CH3:35])[N:30]=3)[CH2:10]2)=[O:8])[CH2:3]1, predict the reactants needed to synthesize it. The reactants are: [OH:1][CH:2]1[CH2:6][CH2:5][N:4]([C:7]([N:9]2[CH2:14][CH:13]([C:15]3[CH:20]=[CH:19][C:18]([O:21][C:22]([F:25])([F:24])[F:23])=[CH:17][CH:16]=3)[CH2:12][CH:11]([C:26](O)=[O:27])[CH2:10]2)=[O:8])[CH2:3]1.O[NH:30][C:31](=[NH:36])[CH2:32][CH2:33][O:34][CH3:35].